This data is from Reaction yield outcomes from USPTO patents with 853,638 reactions. The task is: Predict the reaction yield, written as a fraction of the theoretical maximum amount of product (1.0 means a 100% yield; for example, 0.34 means a 34% yield). (1) The reactants are C(Cl)(=O)C(Cl)=O.CS(C)=O.[Cl:11][C:12]1[N:13]=[C:14]([CH2:21][OH:22])[CH:15]=[C:16]2[CH:20]=[CH:19][O:18][C:17]=12.C(=O)=O.CC(C)=O. The catalyst is C(Cl)Cl. The product is [Cl:11][C:12]1[N:13]=[C:14]([CH:21]=[O:22])[CH:15]=[C:16]2[CH:20]=[CH:19][O:18][C:17]=12. The yield is 0.970. (2) The product is [CH2:42]([O:41][C:36](=[O:40])[CH:37]([O:10][P:8]([CH2:11][C:12]([CH3:35])=[CH:13][CH2:14][C:15]1[C:16]([O:28][CH2:29][CH2:30][Si:31]([CH3:34])([CH3:32])[CH3:33])=[C:17]2[C:21](=[C:22]([CH3:26])[C:23]=1[O:24][CH3:25])[CH2:20][O:19][C:18]2=[O:27])([O:7][C:1]1[CH:2]=[CH:3][CH:4]=[CH:5][CH:6]=1)=[O:9])[CH3:39])[CH3:43]. The yield is 0.830. The catalyst is N1C=CC=CC=1. The reactants are [C:1]1([O:7][P:8]([CH2:11][C:12]([CH3:35])=[CH:13][CH2:14][C:15]2[C:16]([O:28][CH2:29][CH2:30][Si:31]([CH3:34])([CH3:33])[CH3:32])=[C:17]3[C:21](=[C:22]([CH3:26])[C:23]=2[O:24][CH3:25])[CH2:20][O:19][C:18]3=[O:27])(=[O:10])[OH:9])[CH:6]=[CH:5][CH:4]=[CH:3][CH:2]=1.[C:36]([O:41][CH2:42][CH3:43])(=[O:40])[C@H:37]([CH3:39])O.C1CN([P+](ON2N=NC3C=CC=CC2=3)(N2CCCC2)N2CCCC2)CC1.F[P-](F)(F)(F)(F)F. (3) The reactants are [NH2:1][C:2]1[C:3]([C:9]([OH:11])=[O:10])=[N:4][C:5](Br)=[CH:6][CH:7]=1.[F:12][C:13]1[CH:18]=[CH:17][C:16]([O:19][CH2:20][CH2:21][CH3:22])=[CH:15][C:14]=1B(O)O. The catalyst is C1C=CC(P(C2C=CC=CC=2)[C-]2C=CC=C2)=CC=1.C1C=CC(P(C2C=CC=CC=2)[C-]2C=CC=C2)=CC=1.Cl[Pd]Cl.[Fe+2].C(Cl)Cl. The product is [NH2:1][C:2]1[C:3]([C:9]([OH:11])=[O:10])=[N:4][C:5]([C:18]2[CH:17]=[C:16]([O:19][CH2:20][CH2:21][CH3:22])[CH:15]=[CH:14][C:13]=2[F:12])=[CH:6][CH:7]=1. The yield is 0.750. (4) The reactants are ClC(Cl)(Cl)CO[C:5](=[O:27])[NH:6][C:7]1[N:8]([C:16]2[CH:21]=[CH:20][CH:19]=[C:18]([O:22][C@@H:23]([CH3:26])[CH2:24][OH:25])[CH:17]=2)[N:9]=[C:10]([C:12]([CH3:15])([CH3:14])[CH3:13])[CH:11]=1.[CH3:30][C@H:31]1[CH2:36][CH2:35][CH2:34][CH2:33][N:32]1[C:37]1[N:41]2[CH:42]=[C:43]([O:46][C@H:47]3[C:56]4[C:51](=[CH:52][CH:53]=[CH:54][CH:55]=4)[C@@H:50]([NH2:57])[CH2:49][CH2:48]3)[CH:44]=[CH:45][C:40]2=[N:39][N:38]=1.CCN(C(C)C)C(C)C. The catalyst is O1CCOCC1. The product is [C:12]([C:10]1[CH:11]=[C:7]([NH:6][C:5]([NH:57][C@@H:50]2[C:51]3[C:56](=[CH:55][CH:54]=[CH:53][CH:52]=3)[C@H:47]([O:46][C:43]3[CH:44]=[CH:45][C:40]4[N:41]([C:37]([N:32]5[CH2:33][CH2:34][CH2:35][CH2:36][C@@H:31]5[CH3:30])=[N:38][N:39]=4)[CH:42]=3)[CH2:48][CH2:49]2)=[O:27])[N:8]([C:16]2[CH:21]=[CH:20][CH:19]=[C:18]([O:22][C@@H:23]([CH3:26])[CH2:24][OH:25])[CH:17]=2)[N:9]=1)([CH3:15])([CH3:13])[CH3:14]. The yield is 0.610. (5) The reactants are C(N1C=CN=C1)(N1C=CN=C1)=S.[CH3:13][N:14]1[CH2:19][CH2:18][NH:17][CH2:16][CH2:15]1.[NH2:20][C:21](N)=[S:22].Br[CH2:25][C:26]([C:28]1[CH:36]=[CH:35][C:31]([C:32]([OH:34])=[O:33])=[CH:30][CH:29]=1)=O. The catalyst is C1COCC1.CCO. The product is [CH3:13][N:14]1[CH2:19][CH2:18][N:17]([C:21]2[S:22][CH:25]=[C:26]([C:28]3[CH:36]=[CH:35][C:31]([C:32]([OH:34])=[O:33])=[CH:30][CH:29]=3)[N:20]=2)[CH2:16][CH2:15]1. The yield is 0.770. (6) The reactants are [F:1][C:2]1[CH:3]=[CH:4][C:5]2[N:9]=[C:8]([C@@H:10]([NH2:12])[CH3:11])[N:7]([C:13]3[CH:18]=[CH:17][CH:16]=[CH:15][C:14]=3[F:19])[C:6]=2[CH:20]=1.Cl[C:22]1[N:30]=[CH:29][N:28]=[C:27]2[C:23]=1[N:24]=[CH:25][N:26]2C1CCCCO1.CCN(C(C)C)C(C)C. The catalyst is C(O)CCC. The product is [F:1][C:2]1[CH:3]=[CH:4][C:5]2[N:9]=[C:8]([CH:10]([NH:12][C:22]3[N:30]=[CH:29][N:28]=[C:27]4[C:23]=3[N:24]=[CH:25][NH:26]4)[CH3:11])[N:7]([C:13]3[CH:18]=[CH:17][CH:16]=[CH:15][C:14]=3[F:19])[C:6]=2[CH:20]=1. The yield is 0.670. (7) The reactants are [F:1][C:2]1[CH:11]=[C:10]([F:12])[CH:9]=[C:8]2[C:3]=1[CH:4]([O:13][C:14]1[C:22]3[N:21]=[C:20]([CH3:23])[N:19](S(C4C=CC(C)=CC=4)(=O)=O)[C:18]=3[CH:17]=[C:16]([C:34]([N:36]([CH3:38])[CH3:37])=[O:35])[CH:15]=1)[CH2:5][CH2:6][O:7]2.[OH-].[Na+]. The catalyst is O1CCCC1.CO. The product is [F:1][C:2]1[CH:11]=[C:10]([F:12])[CH:9]=[C:8]2[C:3]=1[CH:4]([O:13][C:14]1[C:22]3[N:21]=[C:20]([CH3:23])[NH:19][C:18]=3[CH:17]=[C:16]([C:34]([N:36]([CH3:37])[CH3:38])=[O:35])[CH:15]=1)[CH2:5][CH2:6][O:7]2. The yield is 0.650. (8) The reactants are Br[C:2]1[N:3]=[C:4]([CH3:7])[NH:5][CH:6]=1.[F:8][C:9]1[CH:14]=[CH:13][C:12](B(O)O)=[CH:11][C:10]=1[CH3:18].C([O-])([O-])=O.[Na+].[Na+]. The catalyst is C1C=CC([P]([Pd]([P](C2C=CC=CC=2)(C2C=CC=CC=2)C2C=CC=CC=2)([P](C2C=CC=CC=2)(C2C=CC=CC=2)C2C=CC=CC=2)[P](C2C=CC=CC=2)(C2C=CC=CC=2)C2C=CC=CC=2)(C2C=CC=CC=2)C2C=CC=CC=2)=CC=1.C1(C)C=CC=CC=1. The product is [F:8][C:9]1[CH:14]=[CH:13][C:12]([C:2]2[N:3]=[C:4]([CH3:7])[NH:5][CH:6]=2)=[CH:11][C:10]=1[CH3:18]. The yield is 0.930.